This data is from Full USPTO retrosynthesis dataset with 1.9M reactions from patents (1976-2016). The task is: Predict the reactants needed to synthesize the given product. (1) Given the product [CH2:14]([C:15]1[C:16]([Cl:17])=[C:8]([NH2:7])[CH:9]=[CH:10][C:3]=1[C:2]([NH2:4])=[O:25])[CH3:13], predict the reactants needed to synthesize it. The reactants are: Cl.[CH2:2]([NH2:4])[CH3:3].[OH-].[Na+].[NH2:7][C:8]1[C:16]([Cl:17])=[CH:15][CH:14]=[CH:13][C:9]=1[C:10](O)=O.CN(C([O:25]N1N=NC2C=CC=CC1=2)=[N+](C)C)C.[B-](F)(F)(F)F.CCN(C(C)C)C(C)C. (2) Given the product [CH3:1][O:2][C:3]1[CH:10]=[CH:9][C:6]([CH2:7][N:17]2[CH2:18][CH2:19][CH:14]([C:13]([O:12][CH3:11])=[O:20])[CH2:15][CH2:16]2)=[CH:5][CH:4]=1, predict the reactants needed to synthesize it. The reactants are: [CH3:1][O:2][C:3]1[CH:10]=[CH:9][C:6]([CH2:7]Cl)=[CH:5][CH:4]=1.[CH3:11][O:12][C:13](=[O:20])[CH:14]1[CH2:19][CH2:18][NH:17][CH2:16][CH2:15]1.C(N(CC)CC)C.C(=O)([O-])O.[Na+].